Dataset: Catalyst prediction with 721,799 reactions and 888 catalyst types from USPTO. Task: Predict which catalyst facilitates the given reaction. (1) Reactant: Br[C:2]1[CH:7]=[CH:6][C:5]([CH:8]([CH2:17][CH:18]2[CH2:22][CH2:21][CH2:20][CH2:19]2)[C:9]([NH:11][C:12]2[S:13][CH:14]=[CH:15][N:16]=2)=[O:10])=[CH:4][CH:3]=1.[S:23]1[CH:27]=[CH:26][CH:25]=[C:24]1B(O)O.C(=O)([O-])[O-].[Na+].[Na+]. Product: [CH:18]1([CH2:17][CH:8]([C:5]2[CH:6]=[CH:7][C:2]([C:24]3[S:23][CH:27]=[CH:26][CH:25]=3)=[CH:3][CH:4]=2)[C:9]([NH:11][C:12]2[S:13][CH:14]=[CH:15][N:16]=2)=[O:10])[CH2:22][CH2:21][CH2:20][CH2:19]1. The catalyst class is: 104. (2) Reactant: [CH2:1]([O:8][C:9](=[O:33])[C@@H:10]([NH:20][C:21](=[O:32])[C@@H:22]([NH:24][C:25](OC(C)(C)C)=[O:26])[CH3:23])[CH2:11][C:12]1[CH:17]=[CH:16][C:15]([O:18][CH3:19])=[CH:14][CH:13]=1)[C:2]1[CH:7]=[CH:6][CH:5]=[CH:4][CH:3]=1.FC(F)(F)C(O)=O.[CH3:41][N:42]1[C:50]2[C:45](=[N:46][CH:47]=[CH:48][CH:49]=2)[CH:44]=[C:43]1C(O)=O.C(N(CC)C(C)C)(C)C.CN(C(ON1N=NC2C=CC=NC1=2)=[N+](C)C)C.F[P-](F)(F)(F)(F)F. Product: [CH2:1]([O:8][C:9](=[O:33])[C@@H:10]([NH:20][C:21](=[O:32])[C@@H:22]([NH:24][C:25]([C:43]1[N:42]([CH3:41])[C:50]2[C:45](=[N:46][CH:47]=[CH:48][CH:49]=2)[CH:44]=1)=[O:26])[CH3:23])[CH2:11][C:12]1[CH:17]=[CH:16][C:15]([O:18][CH3:19])=[CH:14][CH:13]=1)[C:2]1[CH:3]=[CH:4][CH:5]=[CH:6][CH:7]=1. The catalyst class is: 139.